From a dataset of Peptide-MHC class I binding affinity with 185,985 pairs from IEDB/IMGT. Regression. Given a peptide amino acid sequence and an MHC pseudo amino acid sequence, predict their binding affinity value. This is MHC class I binding data. (1) The peptide sequence is VLSDLCNFL. The MHC is HLA-A02:01 with pseudo-sequence HLA-A02:01. The binding affinity (normalized) is 0.851. (2) The peptide sequence is IADIRDKYM. The MHC is HLA-A68:02 with pseudo-sequence HLA-A68:02. The binding affinity (normalized) is 0.257. (3) The peptide sequence is YVFTLLFQL. The MHC is HLA-A68:02 with pseudo-sequence HLA-A68:02. The binding affinity (normalized) is 1.00. (4) The peptide sequence is RRFNLFNKF. The MHC is HLA-A26:02 with pseudo-sequence HLA-A26:02. The binding affinity (normalized) is 0.0847.